Predict the reaction yield, written as a fraction of the theoretical maximum amount of product (1.0 means a 100% yield; for example, 0.34 means a 34% yield). From a dataset of Reaction yield outcomes from USPTO patents with 853,638 reactions. (1) The reactants are [F:1][C:2]1[CH:7]=[CH:6][C:5]([C:8]2[S:12][N:11]=[N:10][C:9]=2[CH2:13]O)=[CH:4][CH:3]=1.Cl.[C:16]([OH:19])(=[O:18])[CH3:17]. The catalyst is O1CCCC1.[O-2].[O-2].[Mn+4]. The product is [F:1][C:2]1[CH:3]=[CH:4][C:5]([C:8]2[S:12][N:11]=[N:10][C:9]=2/[CH:13]=[CH:17]/[C:16]([OH:19])=[O:18])=[CH:6][CH:7]=1. The yield is 0.210. (2) The reactants are [CH3:1][C:2]1[C:11]([N+:12]([O-:14])=[O:13])=[CH:10][CH:9]=[CH:8][C:3]=1[C:4]([O:6][CH3:7])=[O:5].[Br:15]N1C(=O)CCC1=O. The catalyst is C(Cl)(Cl)(Cl)Cl. The product is [Br:15][CH2:1][C:2]1[C:11]([N+:12]([O-:14])=[O:13])=[CH:10][CH:9]=[CH:8][C:3]=1[C:4]([O:6][CH3:7])=[O:5]. The yield is 0.930. (3) The reactants are [Cl-].O[NH3+:3].[C:4](=[O:7])([O-])[OH:5].[Na+].CS(C)=O.[C:13]([O:16][C:17]([CH3:56])([CH3:55])[C:18]([O:20][C@H:21]1[CH2:26][CH2:25][C@H:24]([N:27]2[C:32](=[O:33])[C:31]([CH2:34][C:35]3[CH:40]=[CH:39][C:38]([C:41]4[CH:46]=[CH:45][CH:44]=[CH:43][C:42]=4[C:47]#[N:48])=[CH:37][CH:36]=3)=[C:30]([CH2:49][CH2:50][CH3:51])[N:29]3[N:52]=[CH:53][CH:54]=[C:28]23)[CH2:23][CH2:22]1)=[O:19])(=[O:15])[CH3:14]. The catalyst is C(OCC)(=O)C. The product is [C:13]([O:16][C:17]([CH3:55])([CH3:56])[C:18]([O:20][C@H:21]1[CH2:26][CH2:25][C@H:24]([N:27]2[C:32](=[O:33])[C:31]([CH2:34][C:35]3[CH:36]=[CH:37][C:38]([C:41]4[CH:46]=[CH:45][CH:44]=[CH:43][C:42]=4[C:47]4[NH:3][C:4](=[O:7])[O:5][N:48]=4)=[CH:39][CH:40]=3)=[C:30]([CH2:49][CH2:50][CH3:51])[N:29]3[N:52]=[CH:53][CH:54]=[C:28]23)[CH2:23][CH2:22]1)=[O:19])(=[O:15])[CH3:14]. The yield is 0.550. (4) The reactants are [C:1](O)(=[O:3])[CH3:2].[NH2:5][CH2:6][C@@H:7]1[O:11][C:10](=[O:12])[N:9]([C:13]2[CH:18]=[CH:17][C:16]([N:19]3[CH2:24][CH2:23][O:22][CH2:21][CH2:20]3)=[C:15]([F:25])[CH:14]=2)[CH2:8]1.C(OC(=O)C)(=O)C. The catalyst is O. The product is [CH3:2][C:1]([NH:5][CH2:6][C@@H:7]1[O:11][C:10](=[O:12])[N:9]([C:13]2[CH:18]=[CH:17][C:16]([N:19]3[CH2:20][CH2:21][O:22][CH2:23][CH2:24]3)=[C:15]([F:25])[CH:14]=2)[CH2:8]1)=[O:3]. The yield is 0.880. (5) The reactants are [Br:1]Br.[CH:3]1([C:6]([CH:13]2[CH2:15][CH2:14]2)([C:8]2[S:9][CH:10]=[CH:11][N:12]=2)[OH:7])[CH2:5][CH2:4]1.CC([O-])=O.[Na+]. The catalyst is C(O)(=O)C. The product is [Br:1][C:10]1[S:9][C:8]([C:6]([CH:3]2[CH2:5][CH2:4]2)([CH:13]2[CH2:14][CH2:15]2)[OH:7])=[N:12][CH:11]=1. The yield is 0.570. (6) The product is [O:6]1[C:7]2[CH:12]=[CH:11][C:10]([C:13]3([C:16]([OH:18])=[O:17])[CH2:15][CH2:14]3)=[CH:9][C:8]=2[CH:4]=[CH:5]1. The reactants are C(O[CH:4](OCC)[CH2:5][O:6][C:7]1[CH:12]=[CH:11][C:10]([C:13]2([C:16]([OH:18])=[O:17])[CH2:15][CH2:14]2)=[CH:9][CH:8]=1)C. The yield is 0.0500. The catalyst is C1(C)C(C)=CC=CC=1. (7) The reactants are [NH2:1][C:2]1[C:11]2[C:6](=[CH:7][C:8]([CH2:12][N:13]3[C:18](=[O:19])[CH2:17][N:16]([CH2:20][C:21]4[NH:22][C:23]5[C:28]([CH:29]=4)=[CH:27][C:26]([Cl:30])=[CH:25][CH:24]=5)[CH2:15][CH:14]3[C:31]([OH:33])=O)=[CH:9][CH:10]=2)[N:5]=[CH:4][N:3]=1.[CH3:34][N:35]1CCOCC1.Cl.CN.CN(C(ON1N=NC2C=CC=NC1=2)=[N+](C)C)C.F[P-](F)(F)(F)(F)F. The product is [CH3:34][NH:35][C:31]([CH:14]1[CH2:15][N:16]([CH2:20][C:21]2[NH:22][C:23]3[C:28]([CH:29]=2)=[CH:27][C:26]([Cl:30])=[CH:25][CH:24]=3)[CH2:17][C:18](=[O:19])[N:13]1[CH2:12][C:8]1[CH:7]=[C:6]2[C:11]([C:2]([NH2:1])=[N:3][CH:4]=[N:5]2)=[CH:10][CH:9]=1)=[O:33]. The yield is 0.880. The catalyst is CN(C=O)C. (8) The reactants are [CH2:1]([P:3](=[O:20])([O:12][C:13]1[CH:18]=[CH:17][CH:16]=[CH:15][C:14]=1[Cl:19])[O:4][C:5]1[CH:10]=[CH:9][CH:8]=[CH:7][C:6]=1[Cl:11])[CH3:2].[CH2:21](P(Cl)(Cl)=O)[CH2:22][CH2:23][CH2:24]CC. No catalyst specified. The product is [CH2:1]([P:3](=[O:20])([O:12][C:13]1[CH:18]=[CH:17][CH:16]=[CH:15][C:14]=1[Cl:19])[O:4][C:5]1[CH:10]=[CH:9][CH:8]=[CH:7][C:6]=1[Cl:11])[CH2:2][CH2:21][CH2:22][CH2:23][CH3:24]. The yield is 0.500.